This data is from Reaction yield outcomes from USPTO patents with 853,638 reactions. The task is: Predict the reaction yield, written as a fraction of the theoretical maximum amount of product (1.0 means a 100% yield; for example, 0.34 means a 34% yield). The reactants are [CH3:1][C:2]1[N:3]([CH2:20][C:21]2[C:30]3[C:25](=[CH:26][CH:27]=[CH:28][CH:29]=3)[CH:24]=[CH:23][CH:22]=2)[C:4]2[CH:10]=[C:9]([N:11]3[CH2:16][CH2:15][O:14][CH2:13][CH2:12]3)[CH:8]=[C:7]([N+:17]([O-])=O)[C:5]=2[N:6]=1.C([O-])([O-])=O.[Na+].[Na+]. The catalyst is CO. The product is [CH3:1][C:2]1[N:3]([CH2:20][C:21]2[C:30]3[C:25](=[CH:26][CH:27]=[CH:28][CH:29]=3)[CH:24]=[CH:23][CH:22]=2)[C:4]2[CH:10]=[C:9]([N:11]3[CH2:16][CH2:15][O:14][CH2:13][CH2:12]3)[CH:8]=[C:7]([NH2:17])[C:5]=2[N:6]=1. The yield is 0.910.